Task: Predict the reaction yield, written as a fraction of the theoretical maximum amount of product (1.0 means a 100% yield; for example, 0.34 means a 34% yield).. Dataset: Reaction yield outcomes from USPTO patents with 853,638 reactions (1) The reactants are Br[C:2]1[CH:3]=[C:4]([OH:21])[C:5]([C:12]([NH:14][CH2:15][C:16]([O:18]CC)=[O:17])=[O:13])=[C:6]2[C:11]=1[N:10]=[CH:9][CH:8]=[N:7]2.[S:22]1[C:26]2[CH:27]=[CH:28][CH:29]=[CH:30][C:25]=2[CH:24]=[C:23]1[Sn](CCCC)(CCCC)CCCC.[OH-].[Na+]. The catalyst is O1CCOCC1.CO.C1C=CC([P]([Pd]([P](C2C=CC=CC=2)(C2C=CC=CC=2)C2C=CC=CC=2)([P](C2C=CC=CC=2)(C2C=CC=CC=2)C2C=CC=CC=2)[P](C2C=CC=CC=2)(C2C=CC=CC=2)C2C=CC=CC=2)(C2C=CC=CC=2)C2C=CC=CC=2)=CC=1. The product is [S:22]1[C:26]2[CH:27]=[CH:28][CH:29]=[CH:30][C:25]=2[CH:24]=[C:23]1[C:2]1[CH:3]=[C:4]([OH:21])[C:5]([C:12]([NH:14][CH2:15][C:16]([OH:18])=[O:17])=[O:13])=[C:6]2[C:11]=1[N:10]=[CH:9][CH:8]=[N:7]2. The yield is 0.653. (2) The reactants are [Si:1]([O:8][CH2:9][C@H:10]1[O:14][C@@H:13]([N:15]2[CH:22]=[C:21]([C:23]#[C:24][CH2:25][NH:26][C:27](=[O:32])[C:28]([F:31])([F:30])[F:29])[C:19](=[O:20])[NH:18][C:16]2=[O:17])[CH2:12][C@@H:11]1[OH:33])([C:4]([CH3:7])([CH3:6])[CH3:5])([CH3:3])[CH3:2].C(O)(=O)C.C(OC(=O)C)(=O)C.[CH3:45][S:46]([CH3:48])=O. No catalyst specified. The product is [Si:1]([O:8][CH2:9][C@H:10]1[O:14][C@@H:13]([N:15]2[CH:22]=[C:21]([C:23]#[C:24][CH2:25][NH:26][C:27](=[O:32])[C:28]([F:30])([F:31])[F:29])[C:19](=[O:20])[NH:18][C:16]2=[O:17])[CH2:12][C@@H:11]1[O:33][CH2:45][S:46][CH3:48])([C:4]([CH3:7])([CH3:5])[CH3:6])([CH3:3])[CH3:2]. The yield is 0.890. (3) The reactants are [F:1][C:2]([F:17])([F:16])[C:3]([C:9]1[C:10](F)=[N:11][CH:12]=[CH:13][CH:14]=1)([OH:8])[CH2:4][N+:5]([O-])=O.C(N(CC)CC)C. The catalyst is C(O)C.[Ni]. The product is [F:1][C:2]([F:17])([F:16])[C:3]1([OH:8])[C:9]2[C:10](=[N:11][CH:12]=[CH:13][CH:14]=2)[NH:5][CH2:4]1. The yield is 0.770.